Dataset: Forward reaction prediction with 1.9M reactions from USPTO patents (1976-2016). Task: Predict the product of the given reaction. (1) Given the reactants C(O)(=O)C.C(O)(=O)C.[NH2:9][CH2:10][CH2:11][CH2:12][CH2:13][C:14]1[CH:42]=[CH:41][C:17]([O:18][CH2:19][CH2:20][N:21]([CH2:35][CH2:36][CH2:37][CH2:38][CH2:39][CH3:40])[CH2:22][C@H:23]([OH:34])[C@H:24]([C@H:26]2[C@H:31]([OH:32])[CH2:30][O:29][CH:28]([CH3:33])[O:27]2)[OH:25])=[CH:16][CH:15]=1.I.[NH2:44][C:45]1[C:46]([C:53]([NH:55][C:56](SC)=[NH:57])=[O:54])=[N:47][C:48]([Cl:52])=[C:49]([NH2:51])[N:50]=1.CCN(C(C)C)C(C)C, predict the reaction product. The product is: [NH2:44][C:45]1[C:46]([C:53]([NH:55][C:56](=[NH:57])[NH:9][CH2:10][CH2:11][CH2:12][CH2:13][C:14]2[CH:15]=[CH:16][C:17]([O:18][CH2:19][CH2:20][N:21]([CH2:22][C@H:23]([OH:34])[C@@H:24]([OH:25])[C@H:26]3[C@H:31]([OH:32])[CH2:30][O:29][CH:28]([CH3:33])[O:27]3)[CH2:35][CH2:36][CH2:37][CH2:38][CH2:39][CH3:40])=[CH:41][CH:42]=2)=[O:54])=[N:47][C:48]([Cl:52])=[C:49]([NH2:51])[N:50]=1. (2) The product is: [O:9]1[CH2:10][CH:11]=[C:12]([C:2]2[CH:7]=[CH:6][N:5]=[CH:4][C:3]=2[NH2:8])[CH2:13][CH2:14]1. Given the reactants I[C:2]1[CH:7]=[CH:6][N:5]=[CH:4][C:3]=1[NH2:8].[O:9]1[CH2:14][CH:13]=[C:12](B2OC(C)(C)C(C)(C)O2)[CH2:11][CH2:10]1.P(=O)(O)(O)O.[K], predict the reaction product. (3) Given the reactants Br[C:2]1[CH:3]=[C:4]([CH:25]=[CH:26][CH:27]=1)[CH2:5][C:6]1[N:7]([C:18]2[CH:23]=[CH:22][C:21]([Cl:24])=[CH:20][CH:19]=2)[C:8](=[O:17])[C:9]2[N:10]=[CH:11][N:12]([CH2:15][CH3:16])[C:13]=2[N:14]=1.[CH3:28][N:29](C=O)C.O, predict the reaction product. The product is: [Cl:24][C:21]1[CH:22]=[CH:23][C:18]([N:7]2[C:8](=[O:17])[C:9]3[N:10]=[CH:11][N:12]([CH2:15][CH3:16])[C:13]=3[N:14]=[C:6]2[CH2:5][C:4]2[CH:3]=[C:2]([CH:27]=[CH:26][CH:25]=2)[C:28]#[N:29])=[CH:19][CH:20]=1.